From a dataset of Catalyst prediction with 721,799 reactions and 888 catalyst types from USPTO. Predict which catalyst facilitates the given reaction. (1) Reactant: [Cl:1][C:2]1[CH:3]=[C:4]([CH:9]2[C:18]3[C:13](=[CH:14][CH:15]=[CH:16][CH:17]=3)[CH2:12][CH2:11][C:10]2=O)[CH:5]=[CH:6][C:7]=1[Cl:8].Cl.CN.[C:23]([BH3-])#[N:24].[Na+]. Product: [Cl:1][C:2]1[CH:3]=[C:4]([CH:9]2[C:18]3[C:13](=[CH:14][CH:15]=[CH:16][CH:17]=3)[CH2:12][CH2:11][CH:10]2[NH:24][CH3:23])[CH:5]=[CH:6][C:7]=1[Cl:8]. The catalyst class is: 36. (2) Reactant: Br[C:2]1[C:11]2[C:6](=[CH:7][CH:8]=[CH:9][CH:10]=2)[C:5]([C:12]([OH:21])([C:17]([F:20])([F:19])[F:18])[C:13]([F:16])([F:15])[F:14])=[CH:4][CH:3]=1.[OH:22][C:23]([CH3:41])([CH3:40])[CH2:24][NH:25][C:26]([C:28]1[S:29][CH:30]=[C:31]([C:33]([O:35][C:36]([CH3:39])([CH3:38])[CH3:37])=[O:34])[N:32]=1)=[O:27].CC([O-])=O.[K+].C1C=CC(P(C2C=CC=CC=2)C2C=CC=CC=2)=CC=1. Product: [F:14][C:13]([F:16])([F:15])[C:12]([C:5]1[C:6]2[C:11](=[CH:10][CH:9]=[CH:8][CH:7]=2)[C:2]([C:30]2[S:29][C:28]([C:26](=[O:27])[NH:25][CH2:24][C:23]([OH:22])([CH3:40])[CH3:41])=[N:32][C:31]=2[C:33]([O:35][C:36]([CH3:39])([CH3:38])[CH3:37])=[O:34])=[CH:3][CH:4]=1)([OH:21])[C:17]([F:20])([F:19])[F:18]. The catalyst class is: 416. (3) Reactant: [CH2:1]([Li])[CH2:2][CH2:3][CH3:4].O=C1C[CH2:11][N:10]([C:13]([O:15][C:16]([CH3:19])([CH3:18])[CH3:17])=[O:14])[CH2:9][CH2:8]1. Product: [CH:3](=[C:2]1[CH2:1][CH2:11][N:10]([C:13]([O:15][C:16]([CH3:17])([CH3:19])[CH3:18])=[O:14])[CH2:9][CH2:8]1)[CH3:4]. The catalyst class is: 7. (4) Reactant: C([O:5][C:6](=[O:38])[CH2:7][CH2:8][N:9]1[CH:13]=[CH:12][C:11]([NH:14][C:15](=[O:37])[C@@H:16]([N:23]2[CH2:31][C:30]3[C:25](=[CH:26][CH:27]=[CH:28][C:29]=3[C:32]([F:35])([F:34])[F:33])[C:24]2=[O:36])[CH2:17][CH:18]2[CH2:22][CH2:21][CH2:20][CH2:19]2)=[N:10]1)(C)(C)C.FC(F)(F)C(O)=O. Product: [CH:18]1([CH2:17][C@H:16]([N:23]2[CH2:31][C:30]3[C:25](=[CH:26][CH:27]=[CH:28][C:29]=3[C:32]([F:34])([F:35])[F:33])[C:24]2=[O:36])[C:15]([NH:14][C:11]2[CH:12]=[CH:13][N:9]([CH2:8][CH2:7][C:6]([OH:38])=[O:5])[N:10]=2)=[O:37])[CH2:22][CH2:21][CH2:20][CH2:19]1. The catalyst class is: 366. (5) Reactant: [Cl:1][C:2]1[CH:12]=[CH:11][C:5]([O:6][CH2:7][C:8](=O)[CH3:9])=[CH:4][CH:3]=1.Cl.[CH3:14][S:15][C:16]1[CH:21]=[CH:20][C:19]([NH:22]N)=[CH:18][CH:17]=1.Cl. Product: [Cl:1][C:2]1[CH:12]=[CH:11][C:5]([O:6][C:7]2[C:20]3[C:19](=[CH:18][CH:17]=[C:16]([S:15][CH3:14])[CH:21]=3)[NH:22][C:8]=2[CH3:9])=[CH:4][CH:3]=1. The catalyst class is: 23.